From a dataset of Catalyst prediction with 721,799 reactions and 888 catalyst types from USPTO. Predict which catalyst facilitates the given reaction. (1) Reactant: C1(S(O)(=O)=O)C=CC=CC=1.C(OC([NH:18][CH2:19][C@:20]1([CH2:28][C:29]([OH:31])=[O:30])[CH2:26][C@@H:25]2[C@H:21]1[CH:22]=[C:23]([CH3:27])[CH2:24]2)=O)(C)(C)C.C(N(CC)CC)C. Product: [NH2:18][CH2:19][C@:20]1([CH2:28][C:29]([OH:31])=[O:30])[CH2:26][C@@H:25]2[C@H:21]1[CH:22]=[C:23]([CH3:27])[CH2:24]2. The catalyst class is: 2. (2) Reactant: [C:1]([O:5][C:6](=[O:20])[C:7]([S:10][C:11]1[S:12][CH:13]=[C:14]([CH2:16][C:17]([OH:19])=O)[N:15]=1)([CH3:9])[CH3:8])([CH3:4])([CH3:3])[CH3:2].[CH2:21]([NH2:28])[CH2:22][CH2:23][CH2:24][CH2:25][CH2:26][CH3:27].CN(C)CCCN=C=NCC.OC1C2N=NNC=2C=CC=1. Product: [C:1]([O:5][C:6](=[O:20])[C:7]([S:10][C:11]1[S:12][CH:13]=[C:14]([CH2:16][C:17]([NH:28][CH2:21][CH2:22][CH2:23][CH2:24][CH2:25][CH2:26][CH3:27])=[O:19])[N:15]=1)([CH3:8])[CH3:9])([CH3:2])([CH3:3])[CH3:4]. The catalyst class is: 46. (3) Reactant: [CH3:1][C:2]1[N:3]=[C:4]([C:18]2[CH:23]=[CH:22][CH:21]=[C:20]([C:24]([F:27])([F:26])[F:25])[CH:19]=2)[S:5][C:6]=1[CH2:7][N:8]1[CH:12]=[C:11]([C:13]([O:15]CC)=[O:14])[CH:10]=[N:9]1.[OH-].[Na+].O. Product: [CH3:1][C:2]1[N:3]=[C:4]([C:18]2[CH:23]=[CH:22][CH:21]=[C:20]([C:24]([F:27])([F:25])[F:26])[CH:19]=2)[S:5][C:6]=1[CH2:7][N:8]1[CH:12]=[C:11]([C:13]([OH:15])=[O:14])[CH:10]=[N:9]1. The catalyst class is: 199. (4) Reactant: C([O-])([O-])=O.[Cs+].[Cs+].[Cl:7][C:8]1[N:9]=[CH:10][C:11]2[C:16]([CH:17]=1)=[CH:15][C:14]([C:18]1[CH:19]=[N:20][NH:21][CH:22]=1)=[CH:13][CH:12]=2.[CH:23]12[O:28][CH:27]1[CH2:26][CH2:25][CH2:24]2. Product: [Cl:7][C:8]1[N:9]=[CH:10][C:11]2[C:16]([CH:17]=1)=[CH:15][C:14]([C:18]1[CH:22]=[N:21][N:20]([CH:26]3[CH2:25][CH2:24][CH2:23][CH:27]3[OH:28])[CH:19]=1)=[CH:13][CH:12]=2. The catalyst class is: 3. (5) Reactant: [C:1]([O:5][C:6]([N:8]1[CH:13]([CH2:14][CH3:15])[CH2:12][C:11](=O)[CH2:10][CH:9]1[CH2:17][C:18]1[CH:23]=[CH:22][CH:21]=[CH:20][CH:19]=1)=[O:7])([CH3:4])([CH3:3])[CH3:2].[CH2:24]([NH2:31])[C:25]1[CH:30]=[CH:29][CH:28]=[CH:27][CH:26]=1.C(O)(=O)C.[OH-].[Na+]. Product: [C:1]([O:5][C:6]([N:8]1[CH:13]([CH2:14][CH3:15])[CH2:12][CH:11]([NH:31][CH2:24][C:25]2[CH:30]=[CH:29][CH:28]=[CH:27][CH:26]=2)[CH2:10][CH:9]1[CH2:17][C:18]1[CH:23]=[CH:22][CH:21]=[CH:20][CH:19]=1)=[O:7])([CH3:4])([CH3:3])[CH3:2]. The catalyst class is: 26. (6) Reactant: [I:1][C:2]1[CH:7]=[CH:6][C:5]([CH2:8][C:9]([OH:11])=O)=[CH:4][CH:3]=1.[NH2:12][C:13]1[N:18]=[CH:17][C:16]([N:19]2[CH2:24][CH2:23][N:22]([C:25](=[O:27])[CH3:26])[CH2:21][CH2:20]2)=[CH:15][CH:14]=1.F[P-](F)(F)(F)(F)F.N1(OC(N(C)C)=[N+](C)C)C2N=CC=CC=2N=N1.CCN(C(C)C)C(C)C. Product: [C:25]([N:22]1[CH2:21][CH2:20][N:19]([C:16]2[CH:15]=[CH:14][C:13]([NH:12][C:9](=[O:11])[CH2:8][C:5]3[CH:4]=[CH:3][C:2]([I:1])=[CH:7][CH:6]=3)=[N:18][CH:17]=2)[CH2:24][CH2:23]1)(=[O:27])[CH3:26]. The catalyst class is: 39. (7) Reactant: Br[C:2]1[S:6][C:5]([N:7]2[CH2:13][CH2:12][CH2:11][NH:10][C:9](=[O:14])[CH2:8]2)=[N:4][CH:3]=1.[NH2:15][C:16]1[CH:17]=[C:18](B(O)O)[CH:19]=[C:20]([N+:22]([O-:24])=[O:23])[CH:21]=1.C(=O)([O-])[O-].[Na+].[Na+]. Product: [NH2:15][C:16]1[CH:17]=[C:18]([C:2]2[S:6][C:5]([N:7]3[CH2:13][CH2:12][CH2:11][NH:10][C:9](=[O:14])[CH2:8]3)=[N:4][CH:3]=2)[CH:19]=[C:20]([N+:22]([O-:24])=[O:23])[CH:21]=1. The catalyst class is: 57.